This data is from Forward reaction prediction with 1.9M reactions from USPTO patents (1976-2016). The task is: Predict the product of the given reaction. (1) The product is: [CH3:1][C:2]([N:4]1[CH2:9][CH2:8][N:7]([C:10]2[CH:11]=[CH:12][C:13]([O:16][CH2:17][C@H:18]3[O:22][C@@:21]([C:29]4[CH:30]=[CH:31][C:32]([Cl:36])=[CH:33][C:34]=4[Cl:35])([CH2:23][N:24]4[CH:28]=[N:27][CH:26]=[CH:25]4)[O:20][CH2:19]3)=[CH:14][CH:15]=2)[CH2:6][CH2:5]1)=[O:3].[CH2:42]([NH:41][C:39](=[O:40])[CH3:38])[CH2:43][CH2:44][CH2:45][CH2:46][CH2:47][CH2:48][CH2:49][CH2:50][CH2:51][CH2:52][CH2:53][CH2:54][CH2:55][CH2:56][CH3:57]. Given the reactants [CH3:1][C:2]([N:4]1[CH2:9][CH2:8][N:7]([C:10]2[CH:11]=[CH:12][C:13]([O:16][CH2:17][C@H:18]3[O:22][C@@:21]([C:29]4[CH:30]=[CH:31][C:32]([Cl:36])=[CH:33][C:34]=4[Cl:35])([CH2:23][N:24]4[CH:28]=[N:27][CH:26]=[CH:25]4)[O:20][CH2:19]3)=[CH:14][CH:15]=2)[CH2:6][CH2:5]1)=[O:3].Cl[CH2:38][C:39]([NH:41][CH2:42][CH2:43][CH2:44][CH2:45][CH2:46][CH2:47][CH2:48][CH2:49][CH2:50][CH2:51][CH2:52][CH2:53][CH2:54][CH2:55][CH2:56][CH3:57])=[O:40].[I-].[Na+], predict the reaction product. (2) Given the reactants [CH:1]12[CH2:10][CH:5]3[CH2:6][CH:7]([CH2:9][CH:3]([CH2:4]3)[CH:2]1[N:11]1[C:14](=[O:15])[CH2:13][NH:12]1)[CH2:8]2.C(=O)([O-])[O-].[K+].[K+].[CH2:22](Br)[C:23]1[CH:28]=[CH:27][CH:26]=[CH:25][CH:24]=1.O, predict the reaction product. The product is: [CH2:22]([N:12]1[CH2:13][C:14](=[O:15])[N:11]1[CH:2]1[CH:3]2[CH2:4][CH:5]3[CH2:6][CH:7]([CH2:8][CH:1]1[CH2:10]3)[CH2:9]2)[C:23]1[CH:28]=[CH:27][CH:26]=[CH:25][CH:24]=1.